Dataset: NCI-60 drug combinations with 297,098 pairs across 59 cell lines. Task: Regression. Given two drug SMILES strings and cell line genomic features, predict the synergy score measuring deviation from expected non-interaction effect. Drug 2: CC1=C(C(CCC1)(C)C)C=CC(=CC=CC(=CC(=O)O)C)C. Drug 1: C1CCN(CC1)CCOC2=CC=C(C=C2)C(=O)C3=C(SC4=C3C=CC(=C4)O)C5=CC=C(C=C5)O. Cell line: SW-620. Synergy scores: CSS=-4.86, Synergy_ZIP=5.34, Synergy_Bliss=2.51, Synergy_Loewe=-5.32, Synergy_HSA=-4.10.